Regression. Given a peptide amino acid sequence and an MHC pseudo amino acid sequence, predict their binding affinity value. This is MHC class I binding data. From a dataset of Peptide-MHC class I binding affinity with 185,985 pairs from IEDB/IMGT. The peptide sequence is RHDITGFIL. The MHC is HLA-B08:03 with pseudo-sequence HLA-B08:03. The binding affinity (normalized) is 0.0847.